Dataset: Reaction yield outcomes from USPTO patents with 853,638 reactions. Task: Predict the reaction yield, written as a fraction of the theoretical maximum amount of product (1.0 means a 100% yield; for example, 0.34 means a 34% yield). (1) The reactants are BrC1C=CC(OC2C=CC(C#N)=C(Cl)N=2)=CC=1C1OCCO1.[Br:23][C:24]1[CH:39]=[CH:38][C:27]([O:28][C:29]2[N:36]=[C:35](Cl)[CH:34]=[CH:33][C:30]=2[C:31]#[N:32])=[CH:26][C:25]=1[CH:40]1[O:44][CH2:43][CH2:42][O:41]1.BrC1C=CC(OC2C=CC(C#N)=[C:53]([N:59]([CH2:61][CH2:62][O:63]C)C)N=2)=CC=1C=O. The catalyst is C(#N)C. The product is [Br:23][C:24]1[CH:39]=[CH:38][C:27]([O:28][C:29]2[N:36]=[C:35]([N:59]([CH2:61][CH2:62][OH:63])[CH3:53])[CH:34]=[CH:33][C:30]=2[C:31]#[N:32])=[CH:26][C:25]=1[CH:40]1[O:44][CH2:43][CH2:42][O:41]1. The yield is 0.360. (2) The reactants are [CH3:1][O:2][C:3]1[N:8]=[C:7](Cl)[C:6]([N+:10]([O-:12])=[O:11])=[CH:5][CH:4]=1.[NH2:13][CH:14]([CH2:17][OH:18])[CH2:15][OH:16]. The catalyst is C(O)C. The product is [CH3:1][O:2][C:3]1[N:8]=[C:7]([NH:13][CH:14]([CH2:17][OH:18])[CH2:15][OH:16])[C:6]([N+:10]([O-:12])=[O:11])=[CH:5][CH:4]=1. The yield is 0.940. (3) The reactants are [C:1]([O:5][C:6](=[O:27])[N:7]([C:9]1[CH:14]=[CH:13][CH:12]=[C:11]([CH2:15][CH2:16][O:17][C:18]2[CH:19]=[C:20]3[C:24](=[CH:25][CH:26]=2)[NH:23][CH:22]=[CH:21]3)[N:10]=1)[CH3:8])([CH3:4])([CH3:3])[CH3:2].[CH2:28]([O:30][C:31](=[O:44])[C:32]#[C:33][C:34]1[CH:35]=[N:36][C:37]2[C:42]([CH:43]=1)=[CH:41][CH:40]=[CH:39][CH:38]=2)[CH3:29]. No catalyst specified. The product is [CH2:28]([O:30][C:31](=[O:44])[CH:32]=[C:33]([N:23]1[C:24]2[C:20](=[CH:19][C:18]([O:17][CH2:16][CH2:15][C:11]3[CH:12]=[CH:13][CH:14]=[C:9]([N:7]([C:6]([O:5][C:1]([CH3:4])([CH3:2])[CH3:3])=[O:27])[CH3:8])[N:10]=3)=[CH:26][CH:25]=2)[CH:21]=[CH:22]1)[C:34]1[CH:35]=[N:36][C:37]2[C:42]([CH:43]=1)=[CH:41][CH:40]=[CH:39][CH:38]=2)[CH3:29]. The yield is 0.480. (4) The reactants are [F:1][C:2]([F:34])([F:33])[CH:3]([C:24]1[CH:29]=[C:28]([Cl:30])[C:27]([Cl:31])=[C:26]([Cl:32])[CH:25]=1)/[CH:4]=[CH:5]/[C:6]1[CH:11]=[CH:10][C:9]([NH:12][N:13]2C(=O)C3C(=CC=CC=3)C2=O)=[CH:8][CH:7]=1.O.NN. The catalyst is CCO. The product is [F:34][C:2]([F:1])([F:33])[CH:3]([C:24]1[CH:25]=[C:26]([Cl:32])[C:27]([Cl:31])=[C:28]([Cl:30])[CH:29]=1)/[CH:4]=[CH:5]/[C:6]1[CH:11]=[CH:10][C:9]([NH:12][NH2:13])=[CH:8][CH:7]=1. The yield is 0.660. (5) The reactants are [CH3:1][C:2]1[N:7]=[C:6]([S:8][CH2:9][C:10]2[S:14][CH:13]=[N:12][C:11]=2[CH3:15])[N:5]=[C:4]([OH:16])[CH:3]=1.[ClH:17].O1CCOCC1. The yield is 0.990. The catalyst is CO. The product is [ClH:17].[CH3:1][C:2]1[N:7]=[C:6]([S:8][CH2:9][C:10]2[S:14][CH:13]=[N:12][C:11]=2[CH3:15])[N:5]=[C:4]([OH:16])[CH:3]=1.